Dataset: Full USPTO retrosynthesis dataset with 1.9M reactions from patents (1976-2016). Task: Predict the reactants needed to synthesize the given product. (1) Given the product [CH3:15][O:16][C:17](=[O:18])[CH:19]([OH:21])[CH2:20][NH:1][C:2]1[CH:3]=[C:4]2[C:9](=[C:10]([F:12])[CH:11]=1)[N:8]([CH3:13])[C:7](=[O:14])[CH2:6][CH2:5]2, predict the reactants needed to synthesize it. The reactants are: [NH2:1][C:2]1[CH:3]=[C:4]2[C:9](=[C:10]([F:12])[CH:11]=1)[N:8]([CH3:13])[C:7](=[O:14])[CH2:6][CH2:5]2.[CH3:15][O:16][C:17]([C@@H:19]1[O:21][CH2:20]1)=[O:18].FC(F)(F)S([O-])(=O)=O.[Li+]. (2) Given the product [CH2:5]([N:8]1[C@@H:13]2[C@H:14]([C:16]([O:18][CH3:19])=[O:17])[CH2:15][C@@:9]1([C:39]1[CH:44]=[CH:43][CH:42]=[CH:41][CH:40]=1)[C@H:10]([O:23][CH2:24][C:25]1[CH:30]=[C:29]([C:31]([F:34])([F:33])[F:32])[CH:28]=[C:27]([C:35]([F:36])([F:37])[F:38])[CH:26]=1)[CH2:11][CH2:12]2)[CH:6]=[CH2:7], predict the reactants needed to synthesize it. The reactants are: C(Cl)(=O)C.[CH2:5]([N:8]1[C@@H:13]2[C@H:14]([C:16]([O:18][C:19](C)(C)C)=[O:17])[CH2:15][C@@:9]1([C:39]1[CH:44]=[CH:43][CH:42]=[CH:41][CH:40]=1)[C@H:10]([O:23][CH2:24][C:25]1[CH:30]=[C:29]([C:31]([F:34])([F:33])[F:32])[CH:28]=[C:27]([C:35]([F:38])([F:37])[F:36])[CH:26]=1)[CH2:11][CH2:12]2)[CH:6]=[CH2:7]. (3) Given the product [F:23][C:24]1[CH:25]=[C:26]([CH:29]=[CH:30][C:31]=1[O:32][CH3:33])[CH2:27][NH:28][C:19]([C:17]1[S:16][C:11]2[N:10]([C:9](=[O:22])[N:8]([CH2:1][C:2]3[CH:7]=[CH:6][CH:5]=[CH:4][CH:3]=3)[C:13](=[O:14])[C:12]=2[CH3:15])[CH:18]=1)=[O:21], predict the reactants needed to synthesize it. The reactants are: [CH2:1]([N:8]1[C:13](=[O:14])[C:12]([CH3:15])=[C:11]2[S:16][C:17]([C:19]([OH:21])=O)=[CH:18][N:10]2[C:9]1=[O:22])[C:2]1[CH:7]=[CH:6][CH:5]=[CH:4][CH:3]=1.[F:23][C:24]1[CH:25]=[C:26]([CH:29]=[CH:30][C:31]=1[O:32][CH3:33])[CH2:27][NH2:28].O.ON1C2C=CC=CC=2N=N1.Cl.CN(C)CCCN=C=NCC. (4) Given the product [C:1]([C:4]1[N:9]=[C:8]([C:10]([NH:12][CH2:13][C:14]2[CH:19]=[CH:18][C:17]([F:20])=[CH:16][CH:15]=2)=[O:11])[C:7]([OH:21])=[C:6]([OH:29])[CH:5]=1)(=[O:3])[CH3:2], predict the reactants needed to synthesize it. The reactants are: [C:1]([C:4]1[N:9]=[C:8]([C:10]([NH:12][CH2:13][C:14]2[CH:19]=[CH:18][C:17]([F:20])=[CH:16][CH:15]=2)=[O:11])[C:7]([O:21]CC2C=CC=CC=2)=[C:6]([O:29]CC2C=CC=CC=2)[CH:5]=1)(=[O:3])[CH3:2].CO. (5) Given the product [CH3:21][O:22][C:15]1[CH:16]=[CH:17][CH:18]=[CH:19][C:14]=1[NH:13][S:10]([C:7]1[CH:8]=[CH:9][C:4]([N+:1]([O-:3])=[O:2])=[CH:5][CH:6]=1)(=[O:12])=[O:11], predict the reactants needed to synthesize it. The reactants are: [N+:1]([C:4]1[CH:9]=[CH:8][C:7]([S:10]([NH:13][C:14]2[CH:19]=[CH:18][CH:17]=[CH:16][C:15]=2C)(=[O:12])=[O:11])=[CH:6][CH:5]=1)([O-:3])=[O:2].[CH3:21][O:22]C1C(N)=CC=CC=1. (6) The reactants are: Br[C:2]1[CH:7]=[CH:6][C:5]([S:8]([NH2:11])(=[O:10])=[O:9])=[CH:4][C:3]=1[F:12].[C:13]([C:15]1[N:19]([CH3:20])[C:18](B(O)O)=[CH:17][CH:16]=1)#[N:14].[F-].[K+].C(P(C(C)(C)C)C(C)(C)C)(C)(C)C. Given the product [C:13]([C:15]1[N:19]([CH3:20])[C:18]([C:2]2[CH:7]=[CH:6][C:5]([S:8]([NH2:11])(=[O:10])=[O:9])=[CH:4][C:3]=2[F:12])=[CH:17][CH:16]=1)#[N:14], predict the reactants needed to synthesize it.